This data is from Reaction yield outcomes from USPTO patents with 853,638 reactions. The task is: Predict the reaction yield, written as a fraction of the theoretical maximum amount of product (1.0 means a 100% yield; for example, 0.34 means a 34% yield). (1) The reactants are [N+:1]([O-:4])(O)=[O:2].[O:5]=[C:6]([C:12]1[CH:17]=[CH:16][C:15]([CH3:18])=[CH:14][CH:13]=1)[CH2:7][CH2:8][C:9]([OH:11])=[O:10]. The catalyst is OS(O)(=O)=O. The product is [CH3:18][C:15]1[CH:14]=[CH:13][C:12]([C:6](=[O:5])[CH2:7][CH2:8][C:9]([OH:11])=[O:10])=[CH:17][C:16]=1[N+:1]([O-:4])=[O:2]. The yield is 0.690. (2) The reactants are [C:1]([NH:4][C@H:5]([C@H:11]1[C@H:15]([NH2:16])[CH2:14][C@H:13]([C:17]([O:19][CH3:20])=[O:18])[C@H:12]1[OH:21])[CH:6]([CH2:9][CH3:10])[CH2:7][CH3:8])(=[O:3])[CH3:2].CCN(CC)CC.[C:29]([O:33][C:34]([NH:36][C:37](=[N:40][C:41]([O:43][C:44]([CH3:47])([CH3:46])[CH3:45])=[O:42])SC)=[O:35])([CH3:32])([CH3:31])[CH3:30]. The catalyst is CN(C=O)C.CCOC(C)=O.Cl[Hg]Cl. The product is [C:1]([NH:4][C@H:5]([C@H:11]1[C@H:15]([NH:16][C:37]([NH:36][C:34]([O:33][C:29]([CH3:32])([CH3:31])[CH3:30])=[O:35])=[N:40][C:41]([O:43][C:44]([CH3:47])([CH3:46])[CH3:45])=[O:42])[CH2:14][C@H:13]([C:17]([O:19][CH3:20])=[O:18])[C@H:12]1[OH:21])[CH:6]([CH2:9][CH3:10])[CH2:7][CH3:8])(=[O:3])[CH3:2]. The yield is 0.390. (3) The reactants are C(OC([NH:8][CH2:9][C@H:10]1[CH2:19][CH2:18][C:17]2[C:12](=[CH:13][CH:14]=[C:15]([O:20][C:21]3[CH:31]=[CH:30][CH:29]=[CH:28][C:22]=3[C:23]([O:25][CH2:26][CH3:27])=[O:24])[CH:16]=2)[O:11]1)=O)(C)(C)C.[ClH:32].C(OCC)C. The catalyst is C(Cl)Cl. The product is [ClH:32].[NH2:8][CH2:9][C@H:10]1[CH2:19][CH2:18][C:17]2[C:12](=[CH:13][CH:14]=[C:15]([O:20][C:21]3[CH:31]=[CH:30][CH:29]=[CH:28][C:22]=3[C:23]([O:25][CH2:26][CH3:27])=[O:24])[CH:16]=2)[O:11]1. The yield is 0.760.